Dataset: Full USPTO retrosynthesis dataset with 1.9M reactions from patents (1976-2016). Task: Predict the reactants needed to synthesize the given product. (1) Given the product [CH2:10]([O:9][C:8]1[CH:7]=[CH:6][C:5]([C:12]2[S:16][N:15]=[C:14]([C:17]3[CH:22]=[CH:21][C:20]([CH2:23][CH2:24][C:25]([O:27][C:31]([CH3:32])([CH3:36])[CH3:29])=[O:26])=[CH:19][C:18]=3[CH3:28])[N:13]=2)=[CH:4][C:3]=1[CH:1]=[CH2:2])[CH3:11], predict the reactants needed to synthesize it. The reactants are: [CH2:1]([C:3]1[CH:4]=[C:5]([C:12]2[S:16][N:15]=[C:14]([C:17]3[CH:22]=[CH:21][C:20]([CH2:23][CH2:24][C:25]([OH:27])=[O:26])=[CH:19][C:18]=3[CH3:28])[N:13]=2)[CH:6]=[CH:7][C:8]=1[O:9][CH2:10][CH3:11])[CH3:2].[C:29]([C:31]1[CH:32]=C(B(O)O)C=C[C:36]=1[C:32]1C=CC=[CH:36][C:31]=1[CH3:29])#N. (2) Given the product [CH3:1][O:2][C:3]1[CH:8]=[C:7]2[C:6](=[CH:5][C:4]=1[O:18][CH2:19][CH2:20][CH2:21][N:22]1[CH2:26][CH2:25][CH2:24][CH2:23]1)[N:15]=[C:13]([NH2:14])[C:9]12[CH2:12][CH2:11][CH2:10]1, predict the reactants needed to synthesize it. The reactants are: [CH3:1][O:2][C:3]1[C:4]([O:18][CH2:19][CH2:20][CH2:21][N:22]2[CH2:26][CH2:25][CH2:24][CH2:23]2)=[CH:5][C:6]([N+:15]([O-])=O)=[C:7]([C:9]2([C:13]#[N:14])[CH2:12][CH2:11][CH2:10]2)[CH:8]=1. (3) Given the product [Cl:1][C:2]1[CH:7]=[CH:6][C:5]([Cl:8])=[CH:4][C:3]=1[CH2:9][S:10]([C:13]1[CH:14]=[C:15]2[C:19](=[CH:20][CH:21]=1)[NH:18][C:17](=[O:22])/[C:16]/2=[CH:23]\[C:24]1[NH:28][C:27]([CH3:29])=[C:26]([C:30]([N:39]2[CH2:38][C@H:37]([CH3:41])[NH:36][C@H:35]([CH3:34])[CH2:40]2)=[O:32])[C:25]=1[CH3:33])(=[O:11])=[O:12], predict the reactants needed to synthesize it. The reactants are: [Cl:1][C:2]1[CH:7]=[CH:6][C:5]([Cl:8])=[CH:4][C:3]=1[CH2:9][S:10]([C:13]1[CH:14]=[C:15]2[C:19](=[CH:20][CH:21]=1)[NH:18][C:17](=[O:22])/[C:16]/2=[CH:23]\[C:24]1[NH:28][C:27]([CH3:29])=[C:26]([C:30]([OH:32])=O)[C:25]=1[CH3:33])(=[O:12])=[O:11].[CH3:34][C@@H:35]1[CH2:40][NH:39][CH2:38][C@H:37]([CH3:41])[NH:36]1.C1C=CC2N(O)N=NC=2C=1.CCN=C=NCCCN(C)C.Cl. (4) Given the product [OH:1][C:2]1[C:7]([O:8][CH3:9])=[C:6]([C:10]([OH:12])=[O:11])[C:5]([CH3:15])=[C:4]([CH3:16])[C:3]=1[C:17](=[O:35])[CH:18]=[CH:19][C:20]1[S:42][CH:23]=[C:22]([CH3:31])[CH:21]=1, predict the reactants needed to synthesize it. The reactants are: [OH:1][C:2]1[C:7]([O:8][CH3:9])=[C:6]([C:10]([O:12]CC)=[O:11])[C:5]([CH3:15])=[C:4]([CH3:16])[C:3]=1[C:17](=[O:35])[CH:18]=[CH:19][C:20]1C=C(C(C)(C)C)[C:23](O)=[C:22]([C:31](C)(C)C)[CH:21]=1.CC1C=CC(C=[S:42])=CC=1.